Dataset: CYP2C9 inhibition data for predicting drug metabolism from PubChem BioAssay. Task: Regression/Classification. Given a drug SMILES string, predict its absorption, distribution, metabolism, or excretion properties. Task type varies by dataset: regression for continuous measurements (e.g., permeability, clearance, half-life) or binary classification for categorical outcomes (e.g., BBB penetration, CYP inhibition). Dataset: cyp2c9_veith. (1) The molecule is COc1ccc(OC)c(N2CC(O)=C(c3nc4ccccc4s3)C2=N)c1. The result is 1 (inhibitor). (2) The compound is CC(C)[C@H](CO)Nc1nc(Nc2cc(N)cc(Cl)c2)c2ncn(C(C)C)c2n1. The result is 1 (inhibitor). (3) The drug is CN1CCC(n2[nH]c(-c3ccccc3)c(Cc3ccccc3)c2=O)CC1. The result is 0 (non-inhibitor). (4) The drug is COc1ccc([C@@H]2Sc3ccccc3N(CCN(C)C)C(=O)[C@@H]2OC(C)=O)cc1. The result is 0 (non-inhibitor). (5) The compound is O=C(O)c1ccc(CNCc2ccccc2)cc1. The result is 0 (non-inhibitor). (6) The compound is N#CC1=C(N)N(c2ccccc2F)C2=C(CCCC2)C1(C(F)(F)F)C(F)(F)F. The result is 0 (non-inhibitor). (7) The compound is CCc1cccc(CC)c1NC(=O)CN(CC(=O)O)CC(=O)O. The result is 0 (non-inhibitor). (8) The drug is CC1(C)NC(=O)N(c2ccc([N+](=O)[O-])c(C(F)(F)F)c2)C1=O. The result is 0 (non-inhibitor).